From a dataset of Full USPTO retrosynthesis dataset with 1.9M reactions from patents (1976-2016). Predict the reactants needed to synthesize the given product. (1) Given the product [C:1](=[O:4])([OH:2])[NH2:5].[NH2:5][C:6]1[C:7]([CH3:19])=[CH:8][C:9]2[O:14][C:13]([CH3:15])([CH3:16])[CH:12]=[CH:11][C:10]=2[CH:17]=1, predict the reactants needed to synthesize it. The reactants are: [C:1](=[O:4])([O-])[O-:2].[NH2:5][C:6]1[C:7]([CH3:19])=[C:8](Br)[C:9]2[O:14][C:13]([CH3:16])([CH3:15])[CH:12]=[CH:11][C:10]=2[CH:17]=1.C(N(C(C)C)CC)(C)C. (2) Given the product [Br:1][C:2]1[CH:10]=[CH:9][C:5]([C:6]([O:8][CH3:14])=[O:7])=[C:4]([CH3:11])[CH:3]=1, predict the reactants needed to synthesize it. The reactants are: [Br:1][C:2]1[CH:10]=[CH:9][C:5]([C:6]([OH:8])=[O:7])=[C:4]([CH3:11])[CH:3]=1.IC.[C:14](=O)([O-])[O-].[K+].[K+]. (3) Given the product [CH3:1][O:2][CH2:3][CH2:4][O:5][C:6]1[C:15]([O:16][CH2:17][CH2:18][O:19][CH3:20])=[CH:14][CH:13]=[CH:12][C:7]=1[CH2:8][OH:9], predict the reactants needed to synthesize it. The reactants are: [CH3:1][O:2][CH2:3][CH2:4][O:5][C:6]1[C:15]([O:16][CH2:17][CH2:18][O:19][CH3:20])=[CH:14][CH:13]=[CH:12][C:7]=1[C:8](OC)=[O:9].[H-].[Al+3].[Li+].[H-].[H-].[H-].O.[OH-].[Na+]. (4) Given the product [F:40][C:37]1[CH:38]=[CH:39][C:34]2[N:35]([C:31]([C:24]3[N:25]=[C:26]([NH:20][CH2:19][C:16]4[CH:15]=[CH:14][C:13]([F:12])=[CH:18][N:17]=4)[C:27]([N+:28]([O-:30])=[O:29])=[CH:22][N:23]=3)=[CH:32][N:33]=2)[CH:36]=1, predict the reactants needed to synthesize it. The reactants are: C(N(C(C)C)CC)(C)C.Cl.Cl.[F:12][C:13]1[CH:14]=[CH:15][C:16]([CH2:19][NH2:20])=[N:17][CH:18]=1.Cl[C:22]1[C:27]([N+:28]([O-:30])=[O:29])=[CH:26][N:25]=[C:24]([C:31]2[N:35]3[CH:36]=[C:37]([F:40])[CH:38]=[CH:39][C:34]3=[N:33][CH:32]=2)[N:23]=1. (5) Given the product [F:1][C:2]1[CH:7]=[CH:6][C:5]([N:8]2[C:11](=[O:12])[C@H:10]([S:13][CH2:14][CH:15]([C:17]3[CH:18]=[CH:19][C:20]([F:23])=[CH:21][CH:22]=3)[OH:16])[C@H:9]2[C:24]2[CH:25]=[CH:26][C:27]([O:28][CH2:29][C:30]([NH:32][C@@H:33]([C:37]([NH:43][CH2:44][C:45]([OH:47])=[O:46])=[O:39])[CH:34]([CH3:36])[CH3:35])=[O:31])=[CH:40][CH:41]=2)=[CH:4][CH:3]=1, predict the reactants needed to synthesize it. The reactants are: [F:1][C:2]1[CH:7]=[CH:6][C:5]([N:8]2[C:11](=[O:12])[C@H:10]([S:13][CH2:14][C:15]([C:17]3[CH:22]=[CH:21][C:20]([F:23])=[CH:19][CH:18]=3)=[O:16])[C@H:9]2[C:24]2[CH:41]=[CH:40][C:27]([O:28][CH2:29][C:30]([NH:32][C@@H:33]([C:37]([OH:39])=O)[CH:34]([CH3:36])[CH3:35])=[O:31])=[CH:26][CH:25]=2)=[CH:4][CH:3]=1.Cl.[NH2:43][CH2:44][C:45]([O:47]C(C)(C)C)=[O:46].CN1CCOCC1.CN(C(ON1N=NC2C=CC=CC1=2)=[N+](C)C)C.[B-](F)(F)(F)F.[BH4-].[Na+]. (6) Given the product [CH2:19]([O:11][C:10]1[C:9]([CH3:12])=[CH:8][C:5]([CH:6]=[O:7])=[CH:4][C:3]=1[CH2:1][CH3:2])[C:20]1[CH:25]=[CH:24][CH:23]=[CH:22][CH:21]=1, predict the reactants needed to synthesize it. The reactants are: [CH2:1]([C:3]1[CH:4]=[C:5]([CH:8]=[C:9]([CH3:12])[C:10]=1[OH:11])[CH:6]=[O:7])[CH3:2].C([O-])([O-])=O.[K+].[K+].[CH2:19](Br)[C:20]1[CH:25]=[CH:24][CH:23]=[CH:22][CH:21]=1. (7) Given the product [Br:1][C:2]1[CH:3]=[CH:4][C:5]([OH:11])=[C:6]([C:8](=[O:10])/[CH:9]=[CH:12]/[C:13]2[CH:18]=[CH:17][N:16]=[CH:15][CH:14]=2)[CH:7]=1, predict the reactants needed to synthesize it. The reactants are: [Br:1][C:2]1[CH:3]=[CH:4][C:5]([OH:11])=[C:6]([C:8](=[O:10])[CH3:9])[CH:7]=1.[CH:12](=O)[C:13]1[CH:18]=[CH:17][N:16]=[CH:15][CH:14]=1.[OH-].[Na+].Cl. (8) Given the product [F:26][C:21]1[CH:20]=[C:19]([C:8]2[CH2:9][CH2:10][CH2:11][C:12]3[CH:17]=[C:16]([OH:18])[CH:15]=[CH:14][C:13]=3[C:7]=2[CH2:6][CH2:5][CH2:4][CH2:3][CH2:2][N:28]([CH3:27])[CH2:29][CH2:30][CH2:31][S:32][CH2:33][CH2:34][CH2:35][C:36]([F:42])([F:41])[C:37]([F:38])([F:39])[F:40])[CH:24]=[CH:23][C:22]=1[OH:25], predict the reactants needed to synthesize it. The reactants are: Br[CH2:2][CH2:3][CH2:4][CH2:5][CH2:6][C:7]1[C:13]2[CH:14]=[CH:15][C:16]([OH:18])=[CH:17][C:12]=2[CH2:11][CH2:10][CH2:9][C:8]=1[C:19]1[CH:24]=[CH:23][C:22]([OH:25])=[C:21]([F:26])[CH:20]=1.[CH3:27][NH:28][CH2:29][CH2:30][CH2:31][S:32][CH2:33][CH2:34][CH2:35][C:36]([F:42])([F:41])[C:37]([F:40])([F:39])[F:38]. (9) Given the product [C:1]([C:5]1[CH:9]=[C:8]([NH:10][C:21](=[O:22])[C:20]2[CH:24]=[C:25]([C:28]([F:29])([F:30])[F:31])[CH:26]=[CH:27][C:19]=2[F:18])[N:7]([CH2:11][CH2:12][CH2:13][C:14]([F:16])([F:17])[F:15])[N:6]=1)([CH3:4])([CH3:2])[CH3:3], predict the reactants needed to synthesize it. The reactants are: [C:1]([C:5]1[CH:9]=[C:8]([NH2:10])[N:7]([CH2:11][CH2:12][CH2:13][C:14]([F:17])([F:16])[F:15])[N:6]=1)([CH3:4])([CH3:3])[CH3:2].[F:18][C:19]1[CH:27]=[CH:26][C:25]([C:28]([F:31])([F:30])[F:29])=[CH:24][C:20]=1[C:21](Cl)=[O:22].CCOC(C)=O. (10) Given the product [CH2:1]([O:8][C:9]1[CH:17]=[C:16]2[C:12]([CH:13]=[CH:14][N:15]2[C:23]([O:22][C:19]([CH3:21])([CH3:20])[CH3:18])=[O:24])=[CH:11][CH:10]=1)[C:2]1[CH:3]=[CH:4][CH:5]=[CH:6][CH:7]=1, predict the reactants needed to synthesize it. The reactants are: [CH2:1]([O:8][C:9]1[CH:17]=[C:16]2[C:12]([CH:13]=[CH:14][NH:15]2)=[CH:11][CH:10]=1)[C:2]1[CH:7]=[CH:6][CH:5]=[CH:4][CH:3]=1.[CH3:18][C:19]([O:22][C:23](O[C:23]([O:22][C:19]([CH3:21])([CH3:20])[CH3:18])=[O:24])=[O:24])([CH3:21])[CH3:20].